Dataset: Forward reaction prediction with 1.9M reactions from USPTO patents (1976-2016). Task: Predict the product of the given reaction. (1) The product is: [CH3:7][O:8][C:9](=[O:28])[CH2:10][CH:11]1[C:15]2=[CH:16][C:17]3[C:18]([C:3]([CH3:4])=[CH2:2])=[CH:19][C:20]([S:23]([CH3:26])(=[O:25])=[O:24])=[CH:21][C:22]=3[N:14]2[CH2:13][CH2:12]1. Given the reactants Br[CH:2]=[CH:3][CH3:4].II.[CH3:7][O:8][C:9](=[O:28])[CH2:10][CH:11]1[C:15]2=[CH:16][C:17]3[C:18](Br)=[CH:19][C:20]([S:23]([CH3:26])(=[O:25])=[O:24])=[CH:21][C:22]=3[N:14]2[CH2:13][CH2:12]1, predict the reaction product. (2) Given the reactants Cl.[CH3:2][N:3]1[C:7]([C:8]2[CH:9]=[C:10]([NH:14][C:15]([NH:17][CH2:18][CH:19]3[CH2:24][CH2:23][CH2:22][NH:21][CH2:20]3)=[O:16])[CH:11]=[CH:12][CH:13]=2)=[N:6][N:5]=[N:4]1.[F:25][C:26]([F:47])([F:46])[C:27]1[CH:32]=[CH:31][C:30]([CH2:33][CH2:34]OS(C2C=CC(C)=CC=2)(=O)=O)=[CH:29][CH:28]=1.C(N(CC)CC)C, predict the reaction product. The product is: [CH3:2][N:3]1[C:7]([C:8]2[CH:9]=[C:10]([NH:14][C:15]([NH:17][CH2:18][CH:19]3[CH2:24][CH2:23][CH2:22][N:21]([CH2:34][CH2:33][C:30]4[CH:29]=[CH:28][C:27]([C:26]([F:25])([F:46])[F:47])=[CH:32][CH:31]=4)[CH2:20]3)=[O:16])[CH:11]=[CH:12][CH:13]=2)=[N:6][N:5]=[N:4]1. (3) Given the reactants [Cl:1][C:2]1[C:3]([N+:13]([O-])=O)=[C:4]([OH:12])[C:5](=[CH:10][CH:11]=1)[C:6]([O:8][CH3:9])=[O:7].C(O)(=O)C, predict the reaction product. The product is: [NH2:13][C:3]1[C:2]([Cl:1])=[CH:11][CH:10]=[C:5]([C:6]([O:8][CH3:9])=[O:7])[C:4]=1[OH:12]. (4) Given the reactants [Br:1][C:2]1[CH:3]=[C:4]([N+:8]([O-:10])=[O:9])[CH:5]=[CH:6][CH:7]=1.CO[NH3+:13].[Cl-].CC(C)([O-])C.[K+], predict the reaction product. The product is: [NH2:13][C:3]1[C:2]([Br:1])=[CH:7][CH:6]=[CH:5][C:4]=1[N+:8]([O-:10])=[O:9]. (5) Given the reactants Cl.C(OC([N:9]1[CH2:13][C@@H:12]([CH3:14])[CH2:11][C@H:10]1[C:15]1[NH:16][CH:17]=[C:18]([C:20]2[CH:21]=[C:22]3[C:27](=[CH:28][CH:29]=2)[CH:26]=[C:25]([C:30]2[CH:35]=[CH:34][C:33]([C:36]4[N:37]=[C:38]([C@@H:41]5[CH2:45][C@H:44]([CH3:46])[CH2:43][N:42]5C(OC(C)(C)C)=O)[NH:39][CH:40]=4)=[CH:32][CH:31]=2)[CH:24]=[CH:23]3)[N:19]=1)=O)(C)(C)C, predict the reaction product. The product is: [CH3:46][C@@H:44]1[CH2:43][NH:42][C@H:41]([C:38]2[NH:39][CH:40]=[C:36]([C:33]3[CH:34]=[CH:35][C:30]([C:25]4[CH:24]=[CH:23][C:22]5[C:27](=[CH:28][CH:29]=[C:20]([C:18]6[N:19]=[C:15]([C@@H:10]7[CH2:11][C@H:12]([CH3:14])[CH2:13][NH:9]7)[NH:16][CH:17]=6)[CH:21]=5)[CH:26]=4)=[CH:31][CH:32]=3)[N:37]=2)[CH2:45]1. (6) Given the reactants [C:1]([C:5]1[CH:10]=[CH:9][C:8]([S:11]([N:14]([CH2:25][C:26](O)=[O:27])[C:15]2[CH:24]=[CH:23][CH:22]=[C:21]3[C:16]=2[CH:17]=[CH:18][N:19]=[CH:20]3)(=[O:13])=[O:12])=[CH:7][CH:6]=1)([CH3:4])([CH3:3])[CH3:2].[CH2:29]([NH:31][CH2:32][CH3:33])[CH3:30], predict the reaction product. The product is: [C:1]([C:5]1[CH:6]=[CH:7][C:8]([S:11]([N:14]([C:15]2[CH:24]=[CH:23][CH:22]=[C:21]3[C:16]=2[CH:17]=[CH:18][N:19]=[CH:20]3)[CH2:25][C:26]([N:31]([CH2:32][CH3:33])[CH2:29][CH3:30])=[O:27])(=[O:13])=[O:12])=[CH:9][CH:10]=1)([CH3:2])([CH3:3])[CH3:4]. (7) Given the reactants [O:1]1[CH:5]([CH2:6][NH2:7])[CH2:4][C:3]2[CH:8]=[CH:9][C:10]3[C:15]([C:2]1=2)=[CH:14][CH:13]=[CH:12][CH:11]=3.C(N(C(C)C)CC)(C)C.Cl[C:26]([O:28][CH2:29][C:30]1[CH:35]=[CH:34][CH:33]=[CH:32][CH:31]=1)=[O:27].O1C(CNC(=O)OCC2C=CC=CC=2)CC2C=CC3CCCC=3C1=2, predict the reaction product. The product is: [O:1]1[CH:5]([CH2:6][NH:7][C:26](=[O:27])[O:28][CH2:29][C:30]2[CH:35]=[CH:34][CH:33]=[CH:32][CH:31]=2)[CH2:4][C:3]2[CH:8]=[CH:9][C:10]3[C:15]([C:2]1=2)=[CH:14][CH:13]=[CH:12][CH:11]=3.